This data is from Full USPTO retrosynthesis dataset with 1.9M reactions from patents (1976-2016). The task is: Predict the reactants needed to synthesize the given product. (1) Given the product [CH2:48]([O:50][P:51]([CH:56]([F:60])[C:57]([NH:20][C:17]1[CH:18]=[C:19]2[C:14](=[CH:15][C:16]=1[O:21][CH2:22][CH3:23])[N:13]=[CH:12][N:11]=[C:10]2[NH:9][C:4]1[CH:5]=[CH:6][C:7]([F:8])=[C:2]([Cl:1])[CH:3]=1)=[O:58])(=[O:52])[O:53][CH2:54][CH3:55])[CH3:49], predict the reactants needed to synthesize it. The reactants are: [Cl:1][C:2]1[CH:3]=[C:4]([NH:9][C:10]2[C:19]3[C:14](=[CH:15][C:16]([O:21][CH2:22][CH3:23])=[C:17]([NH2:20])[CH:18]=3)[N:13]=[CH:12][N:11]=2)[CH:5]=[CH:6][C:7]=1[F:8].CN(C(ON1N=NC2C=CC=NC1=2)=[N+](C)C)C.F[P-](F)(F)(F)(F)F.[CH2:48]([O:50][P:51]([CH:56]([F:60])[C:57](O)=[O:58])([O:53][CH2:54][CH3:55])=[O:52])[CH3:49].C(N(C(C)C)CC)(C)C. (2) Given the product [N+:23]([C:20]1[N:21]=[CH:22][C:5]([CH2:4][C:3]([O:11][CH2:12][CH3:15])=[O:10])=[CH:18][CH:19]=1)([O-:25])=[O:24], predict the reactants needed to synthesize it. The reactants are: [H-].[Na+].[C:3]([O:11][C:12]([CH3:15])(C)C)(=[O:10])[CH2:4][C:5](OCC)=O.BrC1[CH:18]=[CH:19][C:20]([N+:23]([O-:25])=[O:24])=[N:21][CH:22]=1.C(O)(C(F)(F)F)=O. (3) Given the product [CH2:1]([O:8][C:9](=[O:37])[NH:10][CH2:11][C:12](=[O:36])[NH:13][C:14]1[C:18]([C:19]2[NH:23][C:22]3[CH:32]=[CH:33][CH:34]=[CH:35][C:21]=3[N:20]=2)=[N:17][O:16][N:15]=1)[C:2]1[CH:3]=[CH:4][CH:5]=[CH:6][CH:7]=1, predict the reactants needed to synthesize it. The reactants are: [CH2:1]([O:8][C:9](=[O:37])[NH:10][CH2:11][C:12](=[O:36])[NH:13][C:14]1[C:18]([C:19]2[N:23](COCC[Si](C)(C)C)[C:22]3[CH:32]=[CH:33][CH:34]=[CH:35][C:21]=3[N:20]=2)=[N:17][O:16][N:15]=1)[C:2]1[CH:7]=[CH:6][CH:5]=[CH:4][CH:3]=1.FC(F)(F)C(O)=O. (4) Given the product [Cl:22][C:18]1[C:15]2[N:16]([CH3:17])[C:12]([CH2:8][CH2:9][C:10]#[C:11][C:2]3[CH:7]=[CH:6][CH:5]=[CH:4][N:3]=3)=[N:13][C:14]=2[CH:21]=[CH:20][CH:19]=1, predict the reactants needed to synthesize it. The reactants are: I[C:2]1[CH:7]=[CH:6][CH:5]=[CH:4][N:3]=1.[CH2:8]([C:12]1[N:16]([CH3:17])[C:15]2[C:18]([Cl:22])=[CH:19][CH:20]=[CH:21][C:14]=2[N:13]=1)[CH2:9][C:10]#[CH:11]. (5) Given the product [CH2:20]([N:27]1[CH2:28][CH:29]2[CH2:35][CH:33]([CH2:32][N:31]([C:36]([O:38][C:39]([CH3:42])([CH3:41])[CH3:40])=[O:37])[CH:30]2[CH3:1])[CH2:34]1)[C:21]1[CH:22]=[CH:23][CH:24]=[CH:25][CH:26]=1, predict the reactants needed to synthesize it. The reactants are: [CH3:1]N(C)CCN(C)C.[Li]C(CC)C.C1CCCCC1.[CH2:20]([N:27]1[CH2:34][CH:33]2[CH2:35][CH:29]([CH2:30][N:31]([C:36]([O:38][C:39]([CH3:42])([CH3:41])[CH3:40])=[O:37])[CH2:32]2)[CH2:28]1)[C:21]1[CH:26]=[CH:25][CH:24]=[CH:23][CH:22]=1.N#N.S(OC)(OC)(=O)=O. (6) Given the product [CH:24]([C:26]1[S:30][C:29]([N:8]([C:17]([O:19][C:20]([CH3:23])([CH3:22])[CH3:21])=[O:18])[NH:9][C:10]([O:12][C:13]([CH3:14])([CH3:15])[CH3:16])=[O:11])=[CH:28][CH:27]=1)=[O:25], predict the reactants needed to synthesize it. The reactants are: C(C1SC=C([N:8]([C:17]([O:19][C:20]([CH3:23])([CH3:22])[CH3:21])=[O:18])[NH:9][C:10]([O:12][C:13]([CH3:16])([CH3:15])[CH3:14])=[O:11])C=1)=O.[CH:24]([C:26]1[S:30][C:29](B(O)O)=[CH:28][CH:27]=1)=[O:25]. (7) The reactants are: [F:1][C:2]1[CH:3]=[C:4]([C:14](=[O:27])[CH2:15][N:16]2C(=O)C3C(=CC=CC=3)C2=O)[CH:5]=[CH:6][C:7]=1[N:8]1[CH2:13][CH2:12][O:11][CH2:10][CH2:9]1.[ClH:28]. Given the product [ClH:28].[ClH:28].[NH2:16][CH2:15][C:14]([C:4]1[CH:5]=[CH:6][C:7]([N:8]2[CH2:9][CH2:10][O:11][CH2:12][CH2:13]2)=[C:2]([F:1])[CH:3]=1)=[O:27], predict the reactants needed to synthesize it.